This data is from NCI-60 drug combinations with 297,098 pairs across 59 cell lines. The task is: Regression. Given two drug SMILES strings and cell line genomic features, predict the synergy score measuring deviation from expected non-interaction effect. (1) Drug 1: CCCS(=O)(=O)NC1=C(C(=C(C=C1)F)C(=O)C2=CNC3=C2C=C(C=N3)C4=CC=C(C=C4)Cl)F. Drug 2: C1=CC(=CC=C1CCCC(=O)O)N(CCCl)CCCl. Cell line: HL-60(TB). Synergy scores: CSS=36.6, Synergy_ZIP=-2.74, Synergy_Bliss=-16.9, Synergy_Loewe=-24.3, Synergy_HSA=-22.7. (2) Drug 1: C(=O)(N)NO. Drug 2: C1CNP(=O)(OC1)N(CCCl)CCCl. Cell line: SN12C. Synergy scores: CSS=-1.26, Synergy_ZIP=0.563, Synergy_Bliss=-1.10, Synergy_Loewe=-0.985, Synergy_HSA=-1.91. (3) Drug 1: C1=NC2=C(N=C(N=C2N1C3C(C(C(O3)CO)O)F)Cl)N. Drug 2: CC12CCC3C(C1CCC2O)C(CC4=C3C=CC(=C4)O)CCCCCCCCCS(=O)CCCC(C(F)(F)F)(F)F. Cell line: A498. Synergy scores: CSS=0.633, Synergy_ZIP=1.05, Synergy_Bliss=1.49, Synergy_Loewe=0.242, Synergy_HSA=-0.281. (4) Drug 1: C1=NC(=NC(=O)N1C2C(C(C(O2)CO)O)O)N. Drug 2: COC1=C2C(=CC3=C1OC=C3)C=CC(=O)O2. Cell line: SW-620. Synergy scores: CSS=32.3, Synergy_ZIP=-6.99, Synergy_Bliss=1.80, Synergy_Loewe=-22.2, Synergy_HSA=-0.115. (5) Drug 1: CN(C)C1=NC(=NC(=N1)N(C)C)N(C)C. Drug 2: CC12CCC3C(C1CCC2O)C(CC4=C3C=CC(=C4)O)CCCCCCCCCS(=O)CCCC(C(F)(F)F)(F)F. Cell line: HCC-2998. Synergy scores: CSS=-11.6, Synergy_ZIP=2.57, Synergy_Bliss=-3.93, Synergy_Loewe=-11.8, Synergy_HSA=-9.23. (6) Drug 1: CC1=C2C(C(=O)C3(C(CC4C(C3C(C(C2(C)C)(CC1OC(=O)C(C(C5=CC=CC=C5)NC(=O)OC(C)(C)C)O)O)OC(=O)C6=CC=CC=C6)(CO4)OC(=O)C)O)C)O. Drug 2: C(=O)(N)NO. Cell line: MDA-MB-435. Synergy scores: CSS=25.7, Synergy_ZIP=5.19, Synergy_Bliss=5.04, Synergy_Loewe=-40.2, Synergy_HSA=4.05. (7) Drug 1: CC1=C2C(C(=O)C3(C(CC4C(C3C(C(C2(C)C)(CC1OC(=O)C(C(C5=CC=CC=C5)NC(=O)OC(C)(C)C)O)O)OC(=O)C6=CC=CC=C6)(CO4)OC(=O)C)OC)C)OC. Drug 2: CC1=C(C(=CC=C1)Cl)NC(=O)C2=CN=C(S2)NC3=CC(=NC(=N3)C)N4CCN(CC4)CCO. Cell line: SNB-19. Synergy scores: CSS=45.1, Synergy_ZIP=1.61, Synergy_Bliss=1.80, Synergy_Loewe=-9.11, Synergy_HSA=3.03. (8) Drug 1: C#CCC(CC1=CN=C2C(=N1)C(=NC(=N2)N)N)C3=CC=C(C=C3)C(=O)NC(CCC(=O)O)C(=O)O. Drug 2: CC(C)NC(=O)C1=CC=C(C=C1)CNNC.Cl. Cell line: MDA-MB-231. Synergy scores: CSS=-0.132, Synergy_ZIP=-0.333, Synergy_Bliss=0.178, Synergy_Loewe=-1.59, Synergy_HSA=-1.59. (9) Synergy scores: CSS=15.1, Synergy_ZIP=-4.09, Synergy_Bliss=1.22, Synergy_Loewe=-6.08, Synergy_HSA=-0.395. Drug 1: CCCCCOC(=O)NC1=NC(=O)N(C=C1F)C2C(C(C(O2)C)O)O. Cell line: HCC-2998. Drug 2: C1CN(CCN1C(=O)CCBr)C(=O)CCBr. (10) Drug 1: CCC1(CC2CC(C3=C(CCN(C2)C1)C4=CC=CC=C4N3)(C5=C(C=C6C(=C5)C78CCN9C7C(C=CC9)(C(C(C8N6C)(C(=O)OC)O)OC(=O)C)CC)OC)C(=O)OC)O.OS(=O)(=O)O. Drug 2: CCN(CC)CCCC(C)NC1=C2C=C(C=CC2=NC3=C1C=CC(=C3)Cl)OC. Cell line: NCI-H522. Synergy scores: CSS=9.36, Synergy_ZIP=-9.11, Synergy_Bliss=-9.42, Synergy_Loewe=-24.4, Synergy_HSA=-9.13.